This data is from Reaction yield outcomes from USPTO patents with 853,638 reactions. The task is: Predict the reaction yield, written as a fraction of the theoretical maximum amount of product (1.0 means a 100% yield; for example, 0.34 means a 34% yield). (1) The reactants are Br[C:2]1[CH:3]=[C:4]2[C:9](=[CH:10][CH:11]=1)[N:8]([C:12](=[O:14])[CH3:13])[C@@H:7]([CH3:15])[CH2:6][N:5]2[C:16]1[C:24]2[C:19](=[C:20]([F:25])[CH:21]=[CH:22][CH:23]=2)[N:18]([CH3:26])[N:17]=1.[CH:27]1([N:30]2[CH:34]=[C:33](B3OC(C)(C)C(C)(C)O3)[CH:32]=[N:31]2)[CH2:29][CH2:28]1.C(=O)([O-])[O-].[K+].[K+].O1CCOCC1. The catalyst is C1C=CC(P(C2C=CC=CC=2)[C-]2C=CC=C2)=CC=1.C1C=CC(P(C2C=CC=CC=2)[C-]2C=CC=C2)=CC=1.Cl[Pd]Cl.[Fe+2].O. The product is [CH:27]1([N:30]2[CH:34]=[C:33]([C:2]3[CH:3]=[C:4]4[C:9](=[CH:10][CH:11]=3)[N:8]([C:12](=[O:14])[CH3:13])[C@@H:7]([CH3:15])[CH2:6][N:5]4[C:16]3[C:24]4[C:19](=[C:20]([F:25])[CH:21]=[CH:22][CH:23]=4)[N:18]([CH3:26])[N:17]=3)[CH:32]=[N:31]2)[CH2:29][CH2:28]1. The yield is 0.270. (2) The reactants are [CH3:1][C@H:2]1[CH2:7][NH:6][C@H:5]([CH3:8])[CH2:4][NH:3]1.CS(O)(=O)=O.C([O-])(=O)C.[K+].Cl[C:20]([O:22][CH2:23][CH3:24])=[O:21]. The catalyst is O.O1CCCC1.C(O)C. The product is [CH3:1][C@H:2]1[CH2:7][NH:6][C@H:5]([CH3:8])[CH2:4][N:3]1[C:20]([O:22][CH2:23][CH3:24])=[O:21]. The yield is 0.740. (3) The product is [F:13][C:2]([F:1])([F:12])[C:3]1[NH:11][C:6]2=[N+:7]([O-:19])[CH:8]=[CH:9][CH:10]=[C:5]2[CH:4]=1. The yield is 0.470. The catalyst is CCOC(C)=O. The reactants are [F:1][C:2]([F:13])([F:12])[C:3]1[NH:11][C:6]2=[N:7][CH:8]=[CH:9][CH:10]=[C:5]2[CH:4]=1.ClC1C=C(C=CC=1)C(OO)=[O:19]. (4) The reactants are [Br:1][C:2]1[CH:7]=[CH:6][C:5]([CH:8]([NH:15][CH3:16])[CH2:9][N:10]2[CH2:14][CH2:13][CH2:12][CH2:11]2)=[CH:4][CH:3]=1.[Cl:17][C:18]1[CH:19]=[C:20]([N:25]([CH3:30])[CH2:26][C:27]([OH:29])=O)[CH:21]=[CH:22][C:23]=1[Cl:24].C(Cl)CCl.C1C=CC2N(O)N=NC=2C=1.C(N(CC)CC)C. The catalyst is C(Cl)Cl. The product is [Br:1][C:2]1[CH:7]=[CH:6][C:5]([CH:8]([N:15]([CH3:16])[C:27](=[O:29])[CH2:26][N:25]([C:20]2[CH:21]=[CH:22][C:23]([Cl:24])=[C:18]([Cl:17])[CH:19]=2)[CH3:30])[CH2:9][N:10]2[CH2:14][CH2:13][CH2:12][CH2:11]2)=[CH:4][CH:3]=1. The yield is 0.480. (5) The reactants are Cl[C:2]1[CH:7]=[C:6]([C:8]([F:11])([F:10])[F:9])[N:5]=[CH:4][N:3]=1.[NH:12]1[CH2:17][CH2:16][NH:15][CH2:14][CH2:13]1.C(N(CC)CC)C. The catalyst is CN(C=O)C.O. The product is [N:12]1([C:2]2[CH:7]=[C:6]([C:8]([F:11])([F:10])[F:9])[N:5]=[CH:4][N:3]=2)[CH2:17][CH2:16][NH:15][CH2:14][CH2:13]1. The yield is 0.566. (6) The reactants are [C:1]([O:5][C:6]([N:8]1[CH2:13][CH2:12][CH:11](Br)[CH2:10][CH2:9]1)=[O:7])([CH3:4])([CH3:3])[CH3:2].[C:15]([O-:18])(=[S:17])[CH3:16].[K+].[Na+].[I-]. The catalyst is CN(C=O)C. The product is [C:1]([O:5][C:6]([N:8]1[CH2:13][CH2:12][CH:11]([S:17][C:15](=[O:18])[CH3:16])[CH2:10][CH2:9]1)=[O:7])([CH3:4])([CH3:3])[CH3:2]. The yield is 0.810. (7) The reactants are [NH2:1][C:2]1[CH:3]=[C:4]([CH:21]=[CH:22][C:23]=1[CH3:24])[O:5][C:6]1[CH:7]=[CH:8][C:9]2[N:10]([CH:12]=[C:13]([NH:15][C:16]([CH:18]3[CH2:20][CH2:19]3)=[O:17])[N:14]=2)[N:11]=1.[CH:25]1([C:30](Cl)=[O:31])[CH2:29][CH2:28][CH2:27][CH2:26]1. The catalyst is CN(C)C(=O)C. The product is [CH:18]1([C:16]([NH:15][C:13]2[N:14]=[C:9]3[CH:8]=[CH:7][C:6]([O:5][C:4]4[CH:21]=[CH:22][C:23]([CH3:24])=[C:2]([NH:1][C:30]([CH:25]5[CH2:29][CH2:28][CH2:27][CH2:26]5)=[O:31])[CH:3]=4)=[N:11][N:10]3[CH:12]=2)=[O:17])[CH2:20][CH2:19]1. The yield is 0.460.